Dataset: Forward reaction prediction with 1.9M reactions from USPTO patents (1976-2016). Task: Predict the product of the given reaction. (1) Given the reactants CC1(C)[O:6][C:5](=[CH:7][C:8]([NH:10][CH2:11][C:12]2[CH:17]=[CH:16][C:15]([F:18])=[CH:14][CH:13]=2)=[O:9])[C:4](=[O:19])O1.[CH2:21]=[N:22][CH2:23][CH2:24][N:25]1[CH2:30][CH2:29][O:28][CH2:27][CH2:26]1, predict the reaction product. The product is: [F:18][C:15]1[CH:14]=[CH:13][C:12]([CH2:11][NH:10][C:8]([C:7]2[CH2:21][N:22]([CH2:23][CH2:24][N:25]3[CH2:30][CH2:29][O:28][CH2:27][CH2:26]3)[C:4](=[O:19])[C:5]=2[OH:6])=[O:9])=[CH:17][CH:16]=1. (2) The product is: [C:1]([C:4]1[CH:11]=[CH:10][C:7]([C:8]2[NH:18][C:13]3[CH:14]=[CH:15][CH:16]=[CH:17][C:12]=3[N:19]=2)=[CH:6][CH:5]=1)([OH:3])=[O:2]. Given the reactants [C:1]([C:4]1[CH:11]=[CH:10][C:7]([CH:8]=O)=[CH:6][CH:5]=1)([OH:3])=[O:2].[C:12]1([NH2:19])[CH:17]=[CH:16][CH:15]=[CH:14][C:13]=1[NH2:18].C(C(C#N)=C(C#N)C#N)#N, predict the reaction product. (3) Given the reactants [NH2:1][C:2]1[CH:7]=[CH:6][CH:5]=[CH:4][C:3]=1[S:8]([NH:11][C:12]1[CH:17]=[CH:16][C:15]([O:18][CH3:19])=[CH:14][CH:13]=1)(=[O:10])=[O:9].[S:20]1[CH:24]=[CH:23][CH:22]=[C:21]1[S:25](Cl)(=[O:27])=[O:26].C(N(CC)CC)C, predict the reaction product. The product is: [CH3:19][O:18][C:15]1[CH:14]=[CH:13][C:12]([NH:11][S:8]([C:3]2[CH:4]=[CH:5][CH:6]=[CH:7][C:2]=2[NH:1][S:25]([C:21]2[S:20][CH:24]=[CH:23][CH:22]=2)(=[O:27])=[O:26])(=[O:9])=[O:10])=[CH:17][CH:16]=1. (4) The product is: [CH3:14][N:12]1[CH:13]=[C:8]([C:6]2[CH:7]=[C:2]([NH:1][S:28]([CH2:26][CH3:27])(=[O:30])=[O:29])[CH:3]=[CH:4][C:5]=2[O:19][CH:20]2[CH2:25][CH2:24][O:34][CH2:21]2)[C:9]2[CH:18]=[CH:17][NH:16][C:10]=2[C:11]1=[O:15]. Given the reactants [NH2:1][C:2]1[CH:3]=[CH:4][C:5]([O:19][C:20]2[CH:25]=[CH:24]C=C[CH:21]=2)=[C:6]([C:8]2[C:9]3[CH:18]=[CH:17][NH:16][C:10]=3[C:11](=[O:15])[N:12]([CH3:14])[CH:13]=2)[CH:7]=1.[CH2:26]([S:28](Cl)(=[O:30])=[O:29])[CH3:27].CS(Cl)(=O)=[O:34], predict the reaction product. (5) Given the reactants [CH3:1][O:2][C:3](=[O:13])[C:4]1[CH:12]=[CH:11][C:8]([O:9][CH3:10])=[C:6]([OH:7])[CH:5]=1.C(=O)([O-])[O-].[K+].[K+].O([CH2:28][C:29]([F:32])([F:31])[F:30])S(C(F)(F)F)(=O)=O, predict the reaction product. The product is: [CH3:10][O:9][C:8]1[CH:11]=[CH:12][C:4]([C:3]([O:2][CH3:1])=[O:13])=[CH:5][C:6]=1[O:7][CH2:28][C:29]([F:32])([F:31])[F:30]. (6) Given the reactants Br[C:2]1[CH:7]=[CH:6][C:5]([CH2:8][CH:9]([CH3:11])[CH3:10])=[CH:4][CH:3]=1.[C:12]([Si:14]([CH3:17])([CH3:16])[CH3:15])#[CH:13].Cl, predict the reaction product. The product is: [CH2:8]([C:5]1[CH:6]=[CH:7][C:2]([C:13]#[C:12][Si:14]([CH3:17])([CH3:16])[CH3:15])=[CH:3][CH:4]=1)[CH:9]([CH3:11])[CH3:10].